This data is from Full USPTO retrosynthesis dataset with 1.9M reactions from patents (1976-2016). The task is: Predict the reactants needed to synthesize the given product. (1) Given the product [Cl:28][C:25]1[CH:26]=[CH:27][C:22]([C:20]([NH:19][C:17]2[N:16]=[C:15]([NH:29][C:30]([CH:32]([N:34]([CH3:42])[C:35](=[O:41])[O:36][C:37]([CH3:38])([CH3:39])[CH3:40])[CH3:33])=[O:31])[CH:14]=[C:13]([C:4]3[C:5]4[N:10]([CH3:11])[N:9]=[C:8]([CH3:12])[C:6]=4[N:7]=[C:2]([O:44][CH3:43])[N:3]=3)[CH:18]=2)=[O:21])=[N:23][CH:24]=1, predict the reactants needed to synthesize it. The reactants are: Cl[C:2]1[N:3]=[C:4]([C:13]2[CH:18]=[C:17]([NH:19][C:20]([C:22]3[CH:27]=[CH:26][C:25]([Cl:28])=[CH:24][N:23]=3)=[O:21])[N:16]=[C:15]([NH:29][C:30]([CH:32]([N:34]([CH3:42])[C:35](=[O:41])[O:36][C:37]([CH3:40])([CH3:39])[CH3:38])[CH3:33])=[O:31])[CH:14]=2)[C:5]2[N:10]([CH3:11])[N:9]=[C:8]([CH3:12])[C:6]=2[N:7]=1.[CH3:43][O-:44].[Na+].CO. (2) Given the product [CH3:17][N:18]([CH3:37])[S:19]([C:22]1[CH:23]=[CH:24][C:25]([C:2]2[C:7]([F:8])=[CH:6][C:5]([NH:9][C:10]3[N:14]=[C:13]([NH2:15])[NH:12][N:11]=3)=[CH:4][C:3]=2[Cl:16])=[CH:26][CH:27]=1)(=[O:20])=[O:21], predict the reactants needed to synthesize it. The reactants are: Br[C:2]1[C:7]([F:8])=[CH:6][C:5]([NH:9][C:10]2[N:14]=[C:13]([NH2:15])[NH:12][N:11]=2)=[CH:4][C:3]=1[Cl:16].[CH3:17][N:18]([CH3:37])[S:19]([C:22]1[CH:27]=[CH:26][C:25](B2OC(C)(C)C(C)(C)O2)=[CH:24][CH:23]=1)(=[O:21])=[O:20].C(=O)([O-])[O-].[Na+].[Na+]. (3) Given the product [CH:19]12[O:21][CH:15]([CH2:16][NH:17][CH2:18]1)[CH2:14][N:13]([CH2:12][CH2:11][CH2:10][CH2:9][C:6]1[CH:5]=[CH:4][C:3]([C:1]#[N:2])=[CH:8][CH:7]=1)[CH2:20]2, predict the reactants needed to synthesize it. The reactants are: [C:1]([C:3]1[CH:8]=[CH:7][C:6]([CH2:9][CH2:10][CH2:11][CH2:12][N:13]2[CH2:20][CH:19]3[O:21][CH:15]([CH2:16][N:17](C(OC(C)(C)C)=O)[CH2:18]3)[CH2:14]2)=[CH:5][CH:4]=1)#[N:2].FC(F)(F)C(O)=O.